This data is from Forward reaction prediction with 1.9M reactions from USPTO patents (1976-2016). The task is: Predict the product of the given reaction. (1) Given the reactants [Si:1]([O:8][CH2:9][C@@H:10]1[CH:15]=[C:14]([CH:16]2[CH2:18][CH2:17]2)[C@H:13](O)[CH2:12][N:11]1[C:20]([O:22][C:23]([CH3:26])([CH3:25])[CH3:24])=[O:21])([C:4]([CH3:7])([CH3:6])[CH3:5])([CH3:3])[CH3:2].[CH2:27]([O:30][NH:31][S:32]([C:35]1[CH:40]=[CH:39][CH:38]=[CH:37][C:36]=1[N+:41]([O-:43])=[O:42])(=[O:34])=[O:33])[CH:28]=[CH2:29].C(ON([C@H]1CN(C(OC(C)(C)C)=O)[C@H](CO[Si](C(C)(C)C)(C)C)C=C1C)S(C1C=CC=CC=1[N+]([O-])=O)(=O)=O)C=C, predict the reaction product. The product is: [CH2:27]([O:30][N:31]([C@H:13]1[CH2:12][N:11]([C:20]([O:22][C:23]([CH3:26])([CH3:24])[CH3:25])=[O:21])[C@H:10]([CH2:9][O:8][Si:1]([C:4]([CH3:6])([CH3:7])[CH3:5])([CH3:2])[CH3:3])[CH:15]=[C:14]1[CH:16]1[CH2:17][CH2:18]1)[S:32]([C:35]1[CH:40]=[CH:39][CH:38]=[CH:37][C:36]=1[N+:41]([O-:43])=[O:42])(=[O:34])=[O:33])[CH:28]=[CH2:29]. (2) Given the reactants F[C:2]1[CH:9]=[C:8]([C:10]([F:13])([F:12])[F:11])[CH:7]=[CH:6][C:3]=1[C:4]#[N:5].[Br:14][C:15]1[CH:22]=[C:21]([OH:23])[CH:20]=[CH:19][C:16]=1[CH:17]=[O:18].[F-].[K+].[OH-].[Na+], predict the reaction product. The product is: [Br:14][C:15]1[CH:22]=[C:21]([CH:20]=[CH:19][C:16]=1[CH:17]=[O:18])[O:23][C:2]1[CH:9]=[C:8]([C:10]([F:13])([F:12])[F:11])[CH:7]=[CH:6][C:3]=1[C:4]#[N:5]. (3) Given the reactants [CH2:1]([SH:4])[CH2:2][CH3:3].[H-].[Na+].[CH2:7]([O:9][C:10]([N:12]1[CH2:17][CH2:16][N:15]([C:18](=[O:45])[C@@H:19]([NH:29][C:30]([C:32]2[CH:37]=[C:36](Cl)[N:35]=[C:34]([C:39]3[CH:44]=[CH:43][CH:42]=[CH:41][CH:40]=3)[N:33]=2)=[O:31])[CH2:20][CH2:21][C:22]([O:24][C:25]([CH3:28])([CH3:27])[CH3:26])=[O:23])[CH2:14][CH2:13]1)=[O:11])[CH3:8].C([O-])(O)=O.[Na+], predict the reaction product. The product is: [CH2:7]([O:9][C:10]([N:12]1[CH2:17][CH2:16][N:15]([C:18](=[O:45])[C@@H:19]([NH:29][C:30]([C:32]2[CH:37]=[C:36]([S:4][CH2:1][CH2:2][CH3:3])[N:35]=[C:34]([C:39]3[CH:44]=[CH:43][CH:42]=[CH:41][CH:40]=3)[N:33]=2)=[O:31])[CH2:20][CH2:21][C:22]([O:24][C:25]([CH3:28])([CH3:27])[CH3:26])=[O:23])[CH2:14][CH2:13]1)=[O:11])[CH3:8]. (4) The product is: [C:1]1(=[O:11])[NH:5][C:4](=[O:6])[C:3]2=[CH:7][CH:8]=[CH:9][CH:10]=[C:2]12.[NH2:5][CH:14]1[C:15]2([CH3:32])[C:20]([C:23]3[CH:28]=[CH:27][CH:26]=[C:25]([O:29][CH3:30])[CH:24]=3)([CH2:19][CH2:18][CH2:17][CH2:16]2)[CH2:21][CH2:22][NH:13]1. Given the reactants [C:1]1(=[O:11])[NH:5][C:4](=[O:6])[C:3]2=[CH:7][CH:8]=[CH:9][CH:10]=[C:2]12.C[N:13]1[CH2:22][CH2:21][C:20]2([C:23]3[CH:28]=[CH:27][CH:26]=[C:25]([O:29][CH3:30])[CH:24]=3)[C:15]([CH3:32])([CH2:16][CH2:17][CH:18](N)[CH2:19]2)[CH2:14]1.ClC(OC(Cl)C)=O, predict the reaction product. (5) Given the reactants [CH3:1][O:2][C:3]1[CH:4]=[C:5](Cl)[CH:6]=[C:7]([O:9][CH3:10])[CH:8]=1.[OH-].[OH-].[C:14]([C:17]1[CH:18]=[C:19]([B+2])[CH:20]=[CH:21][CH:22]=1)(=[O:16])[CH3:15].[F-].[K+], predict the reaction product. The product is: [C:14]([C:17]1[CH:22]=[C:21]([C:5]2[CH:4]=[C:3]([O:2][CH3:1])[CH:8]=[C:7]([O:9][CH3:10])[CH:6]=2)[CH:20]=[CH:19][CH:18]=1)(=[O:16])[CH3:15]. (6) The product is: [C:39]([O:38][C:37]([C:58]1[CH:59]=[CH:60][C:61]([C:2]2[C:3]([C:16]3[CH:21]=[CH:20][CH:19]=[CH:18][CH:17]=3)=[N:4][C:5]3[C:10]([N:11]=2)=[CH:9][C:8]([C:12]([O:14][CH3:15])=[O:13])=[CH:7][CH:6]=3)=[CH:62][CH:63]=1)=[O:43])([CH3:42])([CH3:41])[CH3:40]. Given the reactants Br[C:2]1[C:3]([C:16]2[CH:21]=[CH:20][CH:19]=[CH:18][CH:17]=2)=[N:4][C:5]2[C:10]([N:11]=1)=[CH:9][C:8]([C:12]([O:14][CH3:15])=[O:13])=[CH:7][CH:6]=2.CC1(C)C(C)(C)OB(C2C=CC(N[C:37](=[O:43])[O:38][C:39]([CH3:42])([CH3:41])[CH3:40])=CC=2)O1.[CH:58]1(P([CH:58]2[CH2:63][CH2:62][CH2:61][CH2:60][CH2:59]2)[CH:58]2[CH2:63][CH2:62][CH2:61][CH2:60][CH2:59]2)[CH2:63][CH2:62][CH2:61][CH2:60][CH2:59]1.[O-]P([O-])([O-])=O.[K+].[K+].[K+], predict the reaction product. (7) Given the reactants [F:1][C:2]1[C:7]([CH:8]=[O:9])=[C:6]([F:10])[CH:5]=[CH:4][C:3]=1[NH:11][S:12]([CH2:15][CH2:16][CH3:17])(=[O:14])=[O:13].[OH:18]OS([O-])=O.[K+], predict the reaction product. The product is: [F:1][C:2]1[C:3]([NH:11][S:12]([CH2:15][CH2:16][CH3:17])(=[O:14])=[O:13])=[CH:4][CH:5]=[C:6]([F:10])[C:7]=1[C:8]([OH:18])=[O:9].